Dataset: Reaction yield outcomes from USPTO patents with 853,638 reactions. Task: Predict the reaction yield, written as a fraction of the theoretical maximum amount of product (1.0 means a 100% yield; for example, 0.34 means a 34% yield). (1) The reactants are [F:1][C:2]([F:15])([F:14])[C:3]1[CH:13]=[N:12][C:6]2[O:7][CH2:8][C:9](=O)[NH:10][C:5]=2[CH:4]=1.[H-].[Al+3].[Li+].[H-].[H-].[H-].O.C(=O)([O-])O.[Na+]. The catalyst is O1CCCC1. The product is [F:14][C:2]([F:1])([F:15])[C:3]1[CH:13]=[N:12][C:6]2[O:7][CH2:8][CH2:9][NH:10][C:5]=2[CH:4]=1. The yield is 0.520. (2) The reactants are [NH2:1][CH2:2][C@@H:3]1[C@H:7]2[O:8][C:9]([CH3:12])([CH3:11])[O:10][C@H:6]2[C@H:5]([N:13]2[C:17]3[N:18]=[CH:19][N:20]=[C:21]([NH:22][CH2:23][C:24]4[CH:29]=[CH:28][C:27]([O:30][CH3:31])=[CH:26][C:25]=4[O:32][CH3:33])[C:16]=3[CH:15]=[CH:14]2)[O:4]1.O=[C:35]1[CH2:38][CH:37]([CH2:39][C:40]([O:42][CH3:43])=[O:41])[CH2:36]1.C(O)(=O)C.C(O[BH-](OC(=O)C)OC(=O)C)(=O)C.[Na+]. The catalyst is ClCCCl.C(Cl)Cl. The product is [CH3:33][O:32][C:25]1[CH:26]=[C:27]([O:30][CH3:31])[CH:28]=[CH:29][C:24]=1[CH2:23][NH:22][C:21]1[C:16]2[CH:15]=[CH:14][N:13]([C@H:5]3[C@@H:6]4[O:10][C:9]([CH3:12])([CH3:11])[O:8][C@@H:7]4[C@@H:3]([CH2:2][NH:1][CH:35]4[CH2:38][CH:37]([CH2:39][C:40]([O:42][CH3:43])=[O:41])[CH2:36]4)[O:4]3)[C:17]=2[N:18]=[CH:19][N:20]=1. The yield is 0.660. (3) The yield is 0.550. The product is [F:2][C:3]1[CH:28]=[CH:27][C:26]([O:29][CH3:30])=[CH:25][C:4]=1[CH:5]=[CH2:31]. The catalyst is [OH-].[Na+]. The reactants are [Br-].[F:2][C:3]1[CH:28]=[CH:27][C:26]([O:29][CH3:30])=[CH:25][C:4]=1[CH2:5][P+](C1C=CC=CC=1)(C1C=CC=CC=1)C1C=CC=CC=1.[CH2:31]=O.